Dataset: Catalyst prediction with 721,799 reactions and 888 catalyst types from USPTO. Task: Predict which catalyst facilitates the given reaction. (1) Reactant: C[O:2][C:3]1[CH:19]=[CH:18][C:6]2[N:7]=[C:8]([NH:10][C@@H:11]3[CH2:16][CH2:15][CH2:14][CH2:13][C@H:12]3[OH:17])[S:9][C:5]=2[CH:4]=1.B(Br)(Br)Br. Product: [OH:17][C@@H:12]1[CH2:13][CH2:14][CH2:15][CH2:16][C@H:11]1[NH:10][C:8]1[S:9][C:5]2[CH:4]=[C:3]([OH:2])[CH:19]=[CH:18][C:6]=2[N:7]=1. The catalyst class is: 2. (2) Reactant: [Cl:1][C:2]1[CH:3]=[C:4]([CH:9]2[CH:13]([C:14]3[CH:19]=[CH:18][N:17]=[CH:16][CH:15]=3)[NH:12][NH:11][C:10]2=[O:20])[CH:5]=[CH:6][C:7]=1[Cl:8].[N:21]1[CH:26]=[CH:25][CH:24]=[C:23]([CH:27]=O)[CH:22]=1. Product: [Cl:1][C:2]1[CH:3]=[C:4]([CH:9]2[CH:13]([C:14]3[CH:19]=[CH:18][N:17]=[CH:16][CH:15]=3)[N:12]([CH2:27][C:23]3[CH:22]=[N:21][CH:26]=[CH:25][CH:24]=3)[NH:11][C:10]2=[O:20])[CH:5]=[CH:6][C:7]=1[Cl:8]. The catalyst class is: 22.